Dataset: Aqueous solubility values for 9,982 compounds from the AqSolDB database. Task: Regression/Classification. Given a drug SMILES string, predict its absorption, distribution, metabolism, or excretion properties. Task type varies by dataset: regression for continuous measurements (e.g., permeability, clearance, half-life) or binary classification for categorical outcomes (e.g., BBB penetration, CYP inhibition). For this dataset (solubility_aqsoldb), we predict Y. (1) The molecule is CCCn1c(=O)c2c(ncn2C)n(C)c1=O. The Y is -1.21 log mol/L. (2) The drug is O=NC1=C(NO)CCC1. The Y is -1.99 log mol/L. (3) The molecule is C=C(C)CC. The Y is -2.73 log mol/L. (4) The compound is COC(=O)CCl. The Y is -0.373 log mol/L. (5) The compound is C=CCC. The Y is -1.94 log mol/L. (6) The Y is -3.26 log mol/L. The compound is O=C(c1ccccc1)c1ccc2n1CCC2C(=O)O. (7) The compound is CC(C)(C)OOC(C)(C)C. The Y is -2.93 log mol/L.